From a dataset of Reaction yield outcomes from USPTO patents with 853,638 reactions. Predict the reaction yield, written as a fraction of the theoretical maximum amount of product (1.0 means a 100% yield; for example, 0.34 means a 34% yield). (1) The reactants are [CH:1]12[C:10](=[O:11])[O:9][C:7](=[O:8])[CH:2]1[CH2:3][CH:4]=[CH:5][CH2:6]2.[CH2:12]([CH:15]([CH2:18][CH2:19][CH2:20][CH2:21][CH3:22])[CH2:16][OH:17])[CH2:13][CH3:14].[CH2:23](Cl)[C:24]1[CH:29]=[CH:28][CH:27]=[CH:26][CH:25]=1. No catalyst specified. The product is [CH:2]1([C:7]([O:9][CH2:23][C:24]2[CH:29]=[CH:28][CH:27]=[CH:26][CH:25]=2)=[O:8])[CH2:3][CH:4]=[CH:5][CH2:6][CH:1]1[C:10]([O:17][CH2:16][CH:15]([CH2:12][CH2:13][CH3:14])[CH2:18][CH2:19][CH2:20][CH2:21][CH3:22])=[O:11]. The yield is 0.889. (2) The reactants are [C:1]1([C:7]2[CH:12]=[C:11]([CH:13]([CH3:15])[CH3:14])[CH:10]=[CH:9][C:8]=2[NH2:16])[CH2:6][CH2:5][CH2:4][CH2:3][CH:2]=1.[K+].[C:18]([C:20]1[N:21]=[C:22]([C:33]([O-])=[O:34])[N:23]([CH2:25][O:26][CH2:27][CH2:28][Si:29]([CH3:32])([CH3:31])[CH3:30])[CH:24]=1)#[N:19].C1CN([P+](Br)(N2CCCC2)N2CCCC2)CC1.F[P-](F)(F)(F)(F)F.CCN(C(C)C)C(C)C. The catalyst is CN(C=O)C.CCOC(C)=O. The product is [C:1]1([C:7]2[CH:12]=[C:11]([CH:13]([CH3:14])[CH3:15])[CH:10]=[CH:9][C:8]=2[NH:16][C:33]([C:22]2[N:23]([CH2:25][O:26][CH2:27][CH2:28][Si:29]([CH3:32])([CH3:31])[CH3:30])[CH:24]=[C:20]([C:18]#[N:19])[N:21]=2)=[O:34])[CH2:6][CH2:5][CH2:4][CH2:3][CH:2]=1. The yield is 0.860. (3) The reactants are [N:1]1[N:5]2[CH:6]=[CH:7][C:8]([OH:10])=[N:9][C:4]2=[CH:3][CH:2]=1.[Br:11]N1C(=O)CCC1=O. The catalyst is ClCCl.CN(C=O)C. The product is [Br:11][C:3]1[CH:2]=[N:1][N:5]2[CH:6]=[CH:7][C:8]([OH:10])=[N:9][C:4]=12. The yield is 0.900. (4) The reactants are [CH3:1][C:2]1[CH:3]=[C:4]([OH:24])[CH:5]=[C:6]([CH3:23])[C:7]=1[CH2:8][C:9]1[CH:14]=[CH:13][C:12](COCOC)=[C:11]([CH:20]([CH3:22])[CH3:21])[CH:10]=1.[C:25]([O-:28])([O-])=[O:26].[Cs+].[Cs+].[Br:31][CH2:32][CH2:33]Br.[CH3:35]N(C=O)C. The catalyst is C(OCC)(=O)C. The product is [Br:31][CH2:32][CH2:33][O:24][C:4]1[CH:5]=[C:6]([CH3:23])[C:7]([CH2:8][C:9]2[CH:14]=[CH:13][C:12]([O:26][CH2:25][O:28][CH3:35])=[C:11]([CH:20]([CH3:21])[CH3:22])[CH:10]=2)=[C:2]([CH3:1])[CH:3]=1. The yield is 0.160. (5) The reactants are [OH:1][C:2]1[CH:7]=[CH:6][C:5](/[CH:8]=[CH:9]/[C:10](=[O:12])[CH3:11])=[CH:4][CH:3]=1.[Br:13][CH2:14][CH2:15][CH2:16][CH2:17][CH2:18][CH2:19][CH2:20][CH2:21]Br.C([O-])([O-])=O.[K+].[K+]. The catalyst is CN(C)C=O.Cl. The product is [Br:13][CH2:14][CH2:15][CH2:16][CH2:17][CH2:18][CH2:19][CH2:20][CH2:21][O:1][C:2]1[CH:3]=[CH:4][C:5](/[CH:8]=[CH:9]/[C:10](=[O:12])[CH3:11])=[CH:6][CH:7]=1. The yield is 0.880. (6) The catalyst is CN(C=O)C. The yield is 0.610. The product is [F:1][C:2]1[CH:10]=[CH:9][CH:8]=[C:7]([O:11][CH3:12])[C:3]=1[C:4]([NH:25][C:23]1[C:22]([C:26]2[NH:30][C:29]3[CH:31]=[CH:32][C:33]([CH2:35][N:36]4[CH2:37][CH2:38][O:39][CH2:40][CH2:41]4)=[CH:34][C:28]=3[N:27]=2)=[N:21][N:20]([CH2:19][C:18]2[CH:42]=[CH:43][C:15]([O:14][CH3:13])=[CH:16][CH:17]=2)[CH:24]=1)=[O:6]. The reactants are [F:1][C:2]1[CH:10]=[CH:9][CH:8]=[C:7]([O:11][CH3:12])[C:3]=1[C:4]([OH:6])=O.[CH3:13][O:14][C:15]1[CH:43]=[CH:42][C:18]([CH2:19][N:20]2[CH:24]=[C:23]([NH2:25])[C:22]([C:26]3[NH:30][C:29]4[CH:31]=[CH:32][C:33]([CH2:35][N:36]5[CH2:41][CH2:40][O:39][CH2:38][CH2:37]5)=[CH:34][C:28]=4[N:27]=3)=[N:21]2)=[CH:17][CH:16]=1.C(Cl)CCl.C1C=CC2N(O)N=NC=2C=1.